Dataset: Catalyst prediction with 721,799 reactions and 888 catalyst types from USPTO. Task: Predict which catalyst facilitates the given reaction. (1) Reactant: CC1C=CC(S(O)(=O)=O)=CC=1.[CH2:12]([O:14][C:15]([CH:17]1[CH2:21][CH2:20][CH2:19][C:18]1=[O:22])=[O:16])[CH3:13].[CH2:23](O)[CH2:24][OH:25]. Product: [O:25]1[C:18]2([CH2:19][CH2:20][CH2:21][CH:17]2[C:15]([O:14][CH2:12][CH3:13])=[O:16])[O:22][CH2:23][CH2:24]1. The catalyst class is: 48. (2) Reactant: [CH3:1][C:2]1[N:7]=[C:6]([CH2:8][N:9]2[C:17]3[C:12](=[C:13]([N+:18]([O-])=O)[CH:14]=[CH:15][CH:16]=3)[C:11]([CH:21]=[CH2:22])=[N:10]2)[CH:5]=[CH:4][CH:3]=1. Product: [CH2:21]([C:11]1[C:12]2[C:13]([NH2:18])=[CH:14][CH:15]=[CH:16][C:17]=2[N:9]([CH2:8][C:6]2[CH:5]=[CH:4][CH:3]=[C:2]([CH3:1])[N:7]=2)[N:10]=1)[CH3:22]. The catalyst class is: 105. (3) Reactant: [CH3:1][O:2][C:3]([C:5]1[N:10]=[CH:9][C:8]2[N:11]=[C:12]([C:14]3[CH:19]=[CH:18][CH:17]=[CH:16][CH:15]=3)[O:13][C:7]=2[C:6]=1[OH:20])=[O:4].[Br:21]N1C(=O)CCC1=O.C(OOC(=O)C1C=CC=CC=1)(=O)C1C=CC=CC=1. Product: [CH3:1][O:2][C:3]([C:5]1[N:10]=[C:9]([Br:21])[C:8]2[N:11]=[C:12]([C:14]3[CH:15]=[CH:16][CH:17]=[CH:18][CH:19]=3)[O:13][C:7]=2[C:6]=1[OH:20])=[O:4]. The catalyst class is: 48. (4) Reactant: [CH3:1][S:2](Cl)(=[O:4])=[O:3].[NH:6]1[C:10]2[CH:11]=[CH:12][CH:13]=[CH:14][C:9]=2[N:8]=[N:7]1.N1C=CC=CC=1. Product: [CH3:1][S:2]([N:6]1[C:10]2[CH:11]=[CH:12][CH:13]=[CH:14][C:9]=2[N:8]=[N:7]1)(=[O:4])=[O:3]. The catalyst class is: 133.